From a dataset of hERG Central: cardiac toxicity at 1µM, 10µM, and general inhibition. Predict hERG channel inhibition at various concentrations. (1) The molecule is CCc1ccc(CN2CCC(n3nccc3NC(=O)c3ccccc3Cl)CC2)cc1. Results: hERG_inhib (hERG inhibition (general)): blocker. (2) The molecule is C=CCNC(=O)C1CCN(S(=O)(=O)c2ccc(Br)cc2)CC1. Results: hERG_inhib (hERG inhibition (general)): blocker. (3) The drug is CCN1CCN(c2nc(-c3ccncc3)nc3ccccc23)CC1. Results: hERG_inhib (hERG inhibition (general)): blocker. (4) The drug is Cc1cc(SCC(=O)NN=C2CCN(C(C)C)CC2)c(C)cc1Br. Results: hERG_inhib (hERG inhibition (general)): blocker. (5) The molecule is CCOc1ccc2nc(N3CCCC(C(=O)NCCCN4C(C)CCCC4C)C3)sc2c1. Results: hERG_inhib (hERG inhibition (general)): blocker. (6) The molecule is COCCn1c(=O)c2c(nc3n2CC(C)CN3CCc2ccccc2)n(C)c1=O. Results: hERG_inhib (hERG inhibition (general)): blocker. (7) The drug is CCN(CC(=O)NCc1ccc(Cl)cc1)C(=O)CSCC(=O)Nc1ccc(OC)cc1. Results: hERG_inhib (hERG inhibition (general)): blocker. (8) The compound is O=C(C[n+]1cn(C(F)F)c2ccccc21)c1ccc(OC(F)F)cc1.[Br-]. Results: hERG_inhib (hERG inhibition (general)): blocker.